Dataset: Reaction yield outcomes from USPTO patents with 853,638 reactions. Task: Predict the reaction yield, written as a fraction of the theoretical maximum amount of product (1.0 means a 100% yield; for example, 0.34 means a 34% yield). The reactants are [F:1][C:2]([F:7])([F:6])[C:3]([OH:5])=[O:4].FC(F)(F)C(O)=O.[Cl:15][C:16]1[CH:17]=[N:18][C:19]2[NH:20][C:21]3[CH:22]=[CH:23][CH:24]=[C:25]([CH:46]=3)[CH2:26][CH2:27][C:28]3[CH:36]=[C:32]([NH:33][C:34]=1[N:35]=2)[CH:31]=[CH:30][C:29]=3[NH:37][C:38]([CH:40]1[CH2:45][CH2:44][NH:43][CH2:42][CH2:41]1)=[O:39].[O:47]1[CH:51]=[CH:50][CH:49]=[C:48]1[C:52](Cl)=[O:53]. No catalyst specified. The product is [F:1][C:2]([F:7])([F:6])[C:3]([OH:5])=[O:4].[Cl:15][C:16]1[CH:17]=[N:18][C:19]2[NH:20][C:21]3[CH:22]=[CH:23][CH:24]=[C:25]([CH:46]=3)[CH2:26][CH2:27][C:28]3[CH:36]=[C:32]([NH:33][C:34]=1[N:35]=2)[CH:31]=[CH:30][C:29]=3[NH:37][C:38]([CH:40]1[CH2:45][CH2:44][N:43]([C:52]([C:48]2[O:47][CH:51]=[CH:50][CH:49]=2)=[O:53])[CH2:42][CH2:41]1)=[O:39]. The yield is 0.160.